Dataset: Forward reaction prediction with 1.9M reactions from USPTO patents (1976-2016). Task: Predict the product of the given reaction. (1) Given the reactants [Br:1][C:2]1[C:3]([CH3:9])=[C:4]([CH:6]=[CH:7][CH:8]=1)[NH2:5].[NH:10]1[CH:14]=[CH:13][N:12]=[C:11]1[C:15](O)=[O:16].C1C=NC2N(O)N=NC=2C=1.CCN(C(C)C)C(C)C, predict the reaction product. The product is: [Br:1][C:2]1[C:3]([CH3:9])=[C:4]([NH:5][C:15]([C:11]2[NH:10][CH:14]=[CH:13][N:12]=2)=[O:16])[CH:6]=[CH:7][CH:8]=1. (2) Given the reactants [CH:1]1([CH2:4][NH2:5])[CH2:3][CH2:2]1.[S:6]1[CH2:12][C:10](=[O:11])[NH:9][C:7]1=S.CCN(C(C)C)C(C)C, predict the reaction product. The product is: [CH:1]1([CH2:4][NH:5][C:7]2[S:6][CH2:12][C:10](=[O:11])[N:9]=2)[CH2:3][CH2:2]1. (3) Given the reactants [Br:1][C:2]1[C:7]([OH:8])=[CH:6][CH:5]=[CH:4][N:3]=1.CCN(CC)CC.[F:16][C:17]([F:30])([F:29])[S:18](O[S:18]([C:17]([F:30])([F:29])[F:16])(=[O:20])=[O:19])(=[O:20])=[O:19], predict the reaction product. The product is: [Br:1][C:2]1[C:7]([O:8][S:18]([C:17]([F:30])([F:29])[F:16])(=[O:20])=[O:19])=[CH:6][CH:5]=[CH:4][N:3]=1. (4) Given the reactants C[O:2][C:3]([C:5]1[CH:6]=[CH:7][CH:8]=[C:9]2[C:14]=1[NH:13][CH:12]([C:15]1[CH:20]=[CH:19][CH:18]=[C:17](Br)[CH:16]=1)[CH2:11][C:10]2([CH3:23])[CH3:22])=[O:4].[NH2:24][C:25]([CH3:30])([CH3:29])[C:26]([OH:28])=[O:27].C(=O)([O-])[O-].[K+].[K+], predict the reaction product. The product is: [C:26]([C:25]([NH:24][C:17]1[CH:16]=[C:15]([CH:12]2[CH2:11][C:10]([CH3:22])([CH3:23])[C:9]3[C:14](=[C:5]([C:3]([OH:2])=[O:4])[CH:6]=[CH:7][CH:8]=3)[NH:13]2)[CH:20]=[CH:19][CH:18]=1)([CH3:30])[CH3:29])([OH:28])=[O:27]. (5) The product is: [Cl:1][C:2]1[C:7]([C:8]([OH:10])=[O:9])=[CH:6][CH:5]=[C:4]([C:11]2[CH:16]=[C:15]([CH3:17])[CH:14]=[C:13]([O:19][CH2:20][CH3:21])[N:12]=2)[N:3]=1. Given the reactants [Cl:1][C:2]1[C:7]([C:8]([OH:10])=[O:9])=[CH:6][CH:5]=[C:4]([C:11]2[CH:16]=[C:15]([CH3:17])[CH:14]=[C:13](F)[N:12]=2)[N:3]=1.[O-:19][CH2:20][CH3:21].[Na+].[OH-].[Na+], predict the reaction product. (6) Given the reactants [CH2:1]([O:3][CH:4]([O:9][CH2:10][CH3:11])[C:5](=[NH:8])OC)[CH3:2].[CH:12]1([NH:15][C:16]2[C:17](N)=[CH:18][CH:19]=[CH:20][CH:21]=2)[CH2:14][CH2:13]1, predict the reaction product. The product is: [CH:12]1([N:15]2[C:16]3[CH:17]=[CH:18][CH:19]=[CH:20][C:21]=3[N:8]=[C:5]2[CH:4]([O:3][CH2:1][CH3:2])[O:9][CH2:10][CH3:11])[CH2:14][CH2:13]1. (7) Given the reactants [Br:1][CH2:2][CH2:3][CH:4]=[C:5]1[C:15]2[C:10](=[N:11][CH:12]=[CH:13][CH:14]=2)[O:9][C:8]2[CH:16]=[CH:17][CH:18]=[CH:19][C:7]=2[CH2:6]1.[Cl-].[Al+3].[Cl-].[Cl-].[C:24](Cl)(=[O:26])[CH3:25], predict the reaction product. The product is: [C:24]([C:19]1[C:7]2[CH2:6][C:5](=[CH:4][CH2:3][CH2:2][Br:1])[C:15]3[C:10]([O:9][C:8]=2[CH:16]=[CH:17][CH:18]=1)=[N:11][CH:12]=[CH:13][CH:14]=3)(=[O:26])[CH3:25].